This data is from Reaction yield outcomes from USPTO patents with 853,638 reactions. The task is: Predict the reaction yield, written as a fraction of the theoretical maximum amount of product (1.0 means a 100% yield; for example, 0.34 means a 34% yield). (1) The reactants are Br[CH2:2][C:3]1[NH:8][C:7]([C:9]2[S:10][CH:11]=[CH:12][N:13]=2)=[N:6][CH:5]([C:14]2[CH:19]=[CH:18][C:17]([Cl:20])=[CH:16][C:15]=2[Cl:21])[C:4]=1[C:22]([O:24][CH3:25])=[O:23].Cl.[NH:27]1[CH2:32][CH2:31][O:30][CH:29]([C:33]([OH:35])=[O:34])[CH2:28]1. No catalyst specified. The product is [Cl:21][C:15]1[CH:16]=[C:17]([Cl:20])[CH:18]=[CH:19][C:14]=1[CH:5]1[N:6]=[C:7]([C:9]2[S:10][CH:11]=[CH:12][N:13]=2)[NH:8][C:3]([CH2:2][N:27]2[CH2:32][CH2:31][O:30][CH:29]([C:33]([OH:35])=[O:34])[CH2:28]2)=[C:4]1[C:22]([O:24][CH3:25])=[O:23]. The yield is 0.370. (2) The product is [C:3]([O:7][C:8]([NH:10][C:11]1[C:15]([C:16]([OH:18])=[O:17])=[CH:14][N:13]([CH3:21])[N:12]=1)=[O:9])([CH3:6])([CH3:5])[CH3:4]. The yield is 0.860. The catalyst is CCO. The reactants are [OH-].[Na+].[C:3]([O:7][C:8]([N:10](C(OC(C)(C)C)=O)[C:11]1[C:15]([C:16]([O:18]CC)=[O:17])=[CH:14][N:13]([CH3:21])[N:12]=1)=[O:9])([CH3:6])([CH3:5])[CH3:4]. (3) The reactants are [O:1]([CH2:8][CH2:9][CH2:10][CH2:11][Br:12])[C:2]1[CH:7]=[CH:6][CH:5]=[CH:4][CH:3]=1.[C:13]1([P:19]([C:26]2[CH:31]=[CH:30][CH:29]=[CH:28][CH:27]=2)[C:20]2[CH:25]=[CH:24][CH:23]=[CH:22][CH:21]=2)[CH:18]=[CH:17][CH:16]=[CH:15][CH:14]=1. The catalyst is C1C=CC=CC=1. The product is [Br-:12].[O:1]([CH2:8][CH2:9][CH2:10][CH2:11][P+:19]([C:20]1[CH:21]=[CH:22][CH:23]=[CH:24][CH:25]=1)([C:26]1[CH:31]=[CH:30][CH:29]=[CH:28][CH:27]=1)[C:13]1[CH:14]=[CH:15][CH:16]=[CH:17][CH:18]=1)[C:2]1[CH:7]=[CH:6][CH:5]=[CH:4][CH:3]=1. The yield is 0.850. (4) The reactants are [Cl:1][C:2]1[CH:12]=[C:11]([C:13]2[CH2:18][CH2:17][C:16](=[O:19])[NH:15][N:14]=2)[CH:10]=[CH:9][C:3]=1[O:4][CH2:5][C:6]([OH:8])=O.Cl.CN(C)CCCN=C=NCC.OC1C2NN=NC=2N=CC=1.[O:42]([CH2:49][C@@H:50]([OH:59])[CH2:51][NH:52][CH:53]1[CH2:58][CH2:57][NH:56][CH2:55][CH2:54]1)[C:43]1[CH:48]=[CH:47][CH:46]=[CH:45][CH:44]=1.[OH-].[Na+]. The catalyst is CN(C)C=O.[Cl-].[Na+].O. The product is [Cl:1][C:2]1[CH:12]=[C:11]([C:13]2[CH2:18][CH2:17][C:16](=[O:19])[NH:15][N:14]=2)[CH:10]=[CH:9][C:3]=1[O:4][CH2:5][C:6]([N:56]1[CH2:55][CH2:54][CH:53]([NH:52][CH2:51][C@H:50]([OH:59])[CH2:49][O:42][C:43]2[CH:48]=[CH:47][CH:46]=[CH:45][CH:44]=2)[CH2:58][CH2:57]1)=[O:8]. The yield is 0.570.